Predict the reactants needed to synthesize the given product. From a dataset of Retrosynthesis with 50K atom-mapped reactions and 10 reaction types from USPTO. (1) Given the product O=C1c2ccccc2OCCC1(CO)COC(=S)Nc1ccc(F)cc1F, predict the reactants needed to synthesize it. The reactants are: Fc1ccc(N=C=S)c(F)c1.O=C1c2ccccc2OCCC1(CO)CO. (2) Given the product CCSC(=O)OCOC(=O)C(C)=O, predict the reactants needed to synthesize it. The reactants are: CC(=O)C(=O)O.CCSC(=O)OCI.